The task is: Predict the reactants needed to synthesize the given product.. This data is from Full USPTO retrosynthesis dataset with 1.9M reactions from patents (1976-2016). Given the product [Br:1][C:2]1[CH:3]=[N:4][N:5]([C:10]([CH3:17])([CH3:16])[C:11]([O:13][CH2:14][CH3:15])=[O:12])[CH:6]=1, predict the reactants needed to synthesize it. The reactants are: [Br:1][C:2]1[CH:3]=[N:4][NH:5][CH:6]=1.[H-].[Na+].Br[C:10]([CH3:17])([CH3:16])[C:11]([O:13][CH2:14][CH3:15])=[O:12].O.